This data is from Peptide-MHC class I binding affinity with 185,985 pairs from IEDB/IMGT. The task is: Regression. Given a peptide amino acid sequence and an MHC pseudo amino acid sequence, predict their binding affinity value. This is MHC class I binding data. (1) The peptide sequence is CMLNNSFYY. The MHC is HLA-A32:01 with pseudo-sequence HLA-A32:01. The binding affinity (normalized) is 0.144. (2) The peptide sequence is GPASLPTAL. The MHC is HLA-B39:01 with pseudo-sequence HLA-B39:01. The binding affinity (normalized) is 0.397. (3) The peptide sequence is VIASSGMLW. The MHC is HLA-B58:01 with pseudo-sequence HLA-B58:01. The binding affinity (normalized) is 0.628. (4) The peptide sequence is DAIKSNNHL. The MHC is HLA-A02:01 with pseudo-sequence HLA-A02:01. The binding affinity (normalized) is 0. (5) The peptide sequence is DEVEFLGHY. The MHC is HLA-B83:01 with pseudo-sequence HLA-B83:01. The binding affinity (normalized) is 0.213. (6) The peptide sequence is SLFGAAVSL. The MHC is HLA-A26:01 with pseudo-sequence HLA-A26:01. The binding affinity (normalized) is 0.0847. (7) The peptide sequence is EVAESVMFM. The MHC is HLA-A02:12 with pseudo-sequence HLA-A02:12. The binding affinity (normalized) is 0.0847. (8) The peptide sequence is MPAIFFSIV. The MHC is HLA-B83:01 with pseudo-sequence HLA-B83:01. The binding affinity (normalized) is 0.402. (9) The peptide sequence is ITDITKYLY. The MHC is HLA-A01:01 with pseudo-sequence HLA-A01:01. The binding affinity (normalized) is 0.898. (10) The peptide sequence is FGVGYGHDTI. The MHC is H-2-Kb with pseudo-sequence H-2-Kb. The binding affinity (normalized) is 0.